The task is: Predict the reaction yield, written as a fraction of the theoretical maximum amount of product (1.0 means a 100% yield; for example, 0.34 means a 34% yield).. This data is from Reaction yield outcomes from USPTO patents with 853,638 reactions. The reactants are C([O:3][CH2:4][CH2:5][O:6][NH:7][C:8]([C:10]1[CH:18]=[CH:17][C:13]2[CH:14]=[N:15][S:16][C:12]=2[C:11]=1[NH:19][C:20]1[CH:25]=[CH:24][C:23]([Br:26])=[CH:22][C:21]=1[F:27])=[O:9])=C.Cl. The catalyst is CO. The product is [OH:3][CH2:4][CH2:5][O:6][NH:7][C:8]([C:10]1[CH:18]=[CH:17][C:13]2[CH:14]=[N:15][S:16][C:12]=2[C:11]=1[NH:19][C:20]1[CH:25]=[CH:24][C:23]([Br:26])=[CH:22][C:21]=1[F:27])=[O:9]. The yield is 0.700.